From a dataset of Experimentally validated miRNA-target interactions with 360,000+ pairs, plus equal number of negative samples. Binary Classification. Given a miRNA mature sequence and a target amino acid sequence, predict their likelihood of interaction. (1) The miRNA is hsa-miR-4700-3p with sequence CACAGGACUGACUCCUCACCCCAGUG. The protein sequence of the target gene is MSSRKQGSQPRGQQSAEEENFKKPTRSNMQRSKMRGASSGKKTAGPQQKNLEPALPGRWGGRSAENPPSGSVRKTRKNKQKTPGNGDGGSTSEAPQPPRKKRARADPTVESEEAFKNRMEVKVKIPEELKPWLVEDWDLVTRQKQLFQLPAKKNVDAILEEYANCKKSQGNVDNKEYAVNEVVAGIKEYFNVMLGTQLLYKFERPQYAEILLAHPDAPMSQVYGAPHLLRLFVRIGAMLAYTPLDEKSLALLLGYLHDFLKYLAKNSASLFTASDYKVASAEYHRKAL. Result: 1 (interaction). (2) The miRNA is hsa-miR-6851-5p with sequence AGGAGGUGGUACUAGGGGCCAGC. The protein sequence of the target gene is MFYAHFVLSKRGPLAKIWLAAHWDKKLTKAHVFECNLESSVESIISPKVKMALRTSGHLLLGVVRIYHRKAKYLLADCNEAFIKIKMAFRPGVVDLPEENREAAYNAITLPEEFHDFDQPLPDLDDIDVAQQFSLNQSRVEEITMREEVGNISILQENDFGDFGMDDREIMREGSAFEDDDMLVSTSASNLLLEPEQSTSNLNEKMNHLEYEDQYKDDNFGEGNDGGILDDKLISNNDGGIFDDPPALSEAGVMLPEQPAHDDMDEDDNGSLGGPDSPDSVDPVEPMPTMTDQTTLVPNE.... Result: 0 (no interaction).